This data is from Full USPTO retrosynthesis dataset with 1.9M reactions from patents (1976-2016). The task is: Predict the reactants needed to synthesize the given product. (1) Given the product [NH2:37][C:36]1[CH:38]=[CH:39][C:33]([C:2]2[C:3]([NH2:24])=[N:4][CH:5]=[C:6]([C:8]3[CH:13]=[CH:12][C:11]([O:14][CH2:15][C@H:16]4[CH2:21][O:20][CH2:19][CH2:18][O:17]4)=[C:10]([O:22][CH3:23])[CH:9]=3)[CH:7]=2)=[CH:34][CH:35]=1, predict the reactants needed to synthesize it. The reactants are: Br[C:2]1[C:3]([NH2:24])=[N:4][CH:5]=[C:6]([C:8]2[CH:13]=[CH:12][C:11]([O:14][CH2:15][C@H:16]3[CH2:21][O:20][CH2:19][CH2:18][O:17]3)=[C:10]([O:22][CH3:23])[CH:9]=2)[CH:7]=1.CC1(C)C(C)(C)OB([C:33]2[CH:39]=[CH:38][C:36]([NH2:37])=[CH:35][CH:34]=2)O1.C(=O)([O-])[O-].[K+].[K+]. (2) Given the product [Cl:1][C:2]1[C:3](=[O:25])[NH:4][C:5]2[C:10]([N:11]=1)=[CH:9][C:8]([C:12]([O:14][CH3:15])=[O:13])=[CH:7][CH:6]=2, predict the reactants needed to synthesize it. The reactants are: [Cl:1][C:2]1[C:3](=[O:25])[N:4](CC2C=CC(OC)=CC=2)[C:5]2[C:10]([N:11]=1)=[CH:9][C:8]([C:12]([O:14][CH3:15])=[O:13])=[CH:7][CH:6]=2.S(=O)(=O)(O)O. (3) Given the product [Br-:8].[CH3:7][C:2]1[CH:3]=[CH:4][CH:5]=[CH:6][N+:1]=1[CH2:9][C:10](=[O:11])[C:12]1[CH:17]=[CH:16][CH:15]=[CH:14][CH:13]=1, predict the reactants needed to synthesize it. The reactants are: [N:1]1[CH:6]=[CH:5][CH:4]=[CH:3][C:2]=1[CH3:7].[Br:8][CH2:9][C:10]([C:12]1[CH:17]=[CH:16][CH:15]=[CH:14][CH:13]=1)=[O:11].